Dataset: Forward reaction prediction with 1.9M reactions from USPTO patents (1976-2016). Task: Predict the product of the given reaction. (1) Given the reactants Br[C:2]1[CH:3]=[C:4]([OH:21])[C:5]([C:12]([NH:14][CH2:15][C:16]([O:18]CC)=[O:17])=[O:13])=[C:6]2[C:11]=1[N:10]=[CH:9][CH:8]=[N:7]2.C([Sn](CCCC)(CCCC)[C:27]1[S:31][CH:30]=[N:29][CH:28]=1)CCC.[OH-].[Na+], predict the reaction product. The product is: [OH:21][C:4]1[C:5]([C:12]([NH:14][CH2:15][C:16]([OH:18])=[O:17])=[O:13])=[C:6]2[C:11](=[C:2]([C:27]3[S:31][CH:30]=[N:29][CH:28]=3)[CH:3]=1)[N:10]=[CH:9][CH:8]=[N:7]2. (2) Given the reactants [CH2:1]([O:3][C:4]([C:6]1[NH:14][C:13]2[C:12]([F:15])=[CH:11][N:10]=[CH:9][C:8]=2[C:7]=1[NH:16][C:17]1[CH:22]=[CH:21][C:20]([Si](C)(C)C)=[CH:19][C:18]=1[F:27])=[O:5])[CH3:2].[I:28]Cl, predict the reaction product. The product is: [CH2:1]([O:3][C:4]([C:6]1[NH:14][C:13]2[C:12]([F:15])=[CH:11][N:10]=[CH:9][C:8]=2[C:7]=1[NH:16][C:17]1[CH:22]=[CH:21][C:20]([I:28])=[CH:19][C:18]=1[F:27])=[O:5])[CH3:2]. (3) Given the reactants [Cl:1][C:2]1[C:3]2[NH:11][C:10]([CH3:12])=[CH:9][C:4]=2[N:5]=[C:6]([CH3:8])[N:7]=1.[Br:13]Br, predict the reaction product. The product is: [Br:13][C:9]1[C:4]2[N:5]=[C:6]([CH3:8])[N:7]=[C:2]([Cl:1])[C:3]=2[NH:11][C:10]=1[CH3:12].